This data is from CYP2C19 inhibition data for predicting drug metabolism from PubChem BioAssay. The task is: Regression/Classification. Given a drug SMILES string, predict its absorption, distribution, metabolism, or excretion properties. Task type varies by dataset: regression for continuous measurements (e.g., permeability, clearance, half-life) or binary classification for categorical outcomes (e.g., BBB penetration, CYP inhibition). Dataset: cyp2c19_veith. The drug is CC(=O)c1c(C)[nH]c(C(=O)COc2cc(C)cc(C)c2)c1C. The result is 1 (inhibitor).